Dataset: Forward reaction prediction with 1.9M reactions from USPTO patents (1976-2016). Task: Predict the product of the given reaction. (1) Given the reactants C([O:3][C:4](=[O:35])[C:5]([CH3:34])([O:23][C:24]1[CH:29]=[CH:28][C:27]([C:30]([F:33])([F:32])[F:31])=[CH:26][CH:25]=1)[CH2:6][C:7]1[CH:12]=[CH:11][C:10]([O:13][CH2:14][CH2:15][CH:16]2[CH2:20][NH:19][C:18](=[O:21])[N:17]2[CH3:22])=[CH:9][CH:8]=1)C.[H-].[Na+].Br[CH2:39][C:40]1[CH:49]=[CH:48][C:47]2[C:42](=[CH:43][CH:44]=[CH:45][CH:46]=2)[CH:41]=1, predict the reaction product. The product is: [CH3:34][C:5]([O:23][C:24]1[CH:29]=[CH:28][C:27]([C:30]([F:33])([F:31])[F:32])=[CH:26][CH:25]=1)([CH2:6][C:7]1[CH:8]=[CH:9][C:10]([O:13][CH2:14][CH2:15][CH:16]2[CH2:20][N:19]([CH2:39][C:40]3[CH:49]=[CH:48][C:47]4[C:42](=[CH:43][CH:44]=[CH:45][CH:46]=4)[CH:41]=3)[C:18](=[O:21])[N:17]2[CH3:22])=[CH:11][CH:12]=1)[C:4]([OH:3])=[O:35]. (2) Given the reactants [Br:1][C:2]1[CH:3]=[C:4]([F:12])[C:5]([N+:9]([O-])=O)=[C:6]([NH2:8])[CH:7]=1.[NH4+].[Cl-].CC(C)=O, predict the reaction product. The product is: [Br:1][C:2]1[CH:7]=[C:6]([NH2:8])[C:5]([NH2:9])=[C:4]([F:12])[CH:3]=1. (3) Given the reactants FC(F)(F)C([NH:5][C:6]1[CH:10]=[C:9]([CH2:11][C:12]([NH:14][C:15]2[CH:20]=[CH:19][CH:18]=[C:17]([F:21])[CH:16]=2)=[O:13])[NH:8][N:7]=1)=O.C(=O)([O-])O.[Na+], predict the reaction product. The product is: [NH2:5][C:6]1[CH:10]=[C:9]([CH2:11][C:12]([NH:14][C:15]2[CH:20]=[CH:19][CH:18]=[C:17]([F:21])[CH:16]=2)=[O:13])[NH:8][N:7]=1. (4) Given the reactants [N:1]([C:4](=[CH:10][C:11]1[CH:16]=[CH:15][CH:14]=[CH:13][C:12]=1[O:17][CH3:18])[C:5]([O:7][CH2:8][CH3:9])=[O:6])=[N+]=[N-], predict the reaction product. The product is: [CH3:18][O:17][C:12]1[CH:13]=[CH:14][CH:15]=[C:16]2[C:11]=1[CH:10]=[C:4]([C:5]([O:7][CH2:8][CH3:9])=[O:6])[NH:1]2. (5) Given the reactants [F:1][C:2]([F:33])([F:32])[C:3]1[N:8]=[CH:7][C:6]([NH:9][C:10]2[N:15]=[N:14][C:13]([C:16]3[CH:21]=[CH:20][C:19]([CH:22]4[CH2:27][CH2:26][CH:25]([CH2:28][C:29]([NH2:31])=O)[CH2:24][CH2:23]4)=[CH:18][CH:17]=3)=[CH:12][CH:11]=2)=[CH:5][CH:4]=1.C1COCC1.FC(F)(F)C(OC(=O)C(F)(F)F)=O, predict the reaction product. The product is: [F:33][C:2]([F:1])([F:32])[C:3]1[N:8]=[CH:7][C:6]([NH:9][C:10]2[N:15]=[N:14][C:13]([C:16]3[CH:21]=[CH:20][C:19]([CH:22]4[CH2:23][CH2:24][CH:25]([CH2:28][C:29]#[N:31])[CH2:26][CH2:27]4)=[CH:18][CH:17]=3)=[CH:12][CH:11]=2)=[CH:5][CH:4]=1. (6) Given the reactants C(OC(=O)[N:7]([CH2:14][CH2:15][NH:16][C:17]1[N:22]2[N:23]=[C:24]([CH3:40])[C:25]([C:26]3[C:31]([Cl:32])=[CH:30][C:29]([C:33]#[C:34][Si](C)(C)C)=[CH:28][C:27]=3[Cl:39])=[C:21]2[N:20]=[C:19]([CH3:41])[CH:18]=1)[CH:8]1[CH2:13][CH2:12][O:11][CH2:10][CH2:9]1)(C)(C)C.[OH-].[K+], predict the reaction product. The product is: [Cl:39][C:27]1[CH:28]=[C:29]([C:33]#[CH:34])[CH:30]=[C:31]([Cl:32])[C:26]=1[C:25]1[C:24]([CH3:40])=[N:23][N:22]2[C:17]([NH:16][CH2:15][CH2:14][NH:7][CH:8]3[CH2:9][CH2:10][O:11][CH2:12][CH2:13]3)=[CH:18][C:19]([CH3:41])=[N:20][C:21]=12.